This data is from Catalyst prediction with 721,799 reactions and 888 catalyst types from USPTO. The task is: Predict which catalyst facilitates the given reaction. (1) The catalyst class is: 82. Product: [CH2:17]([O:9][C:8]([C:5]1[CH:4]=[C:3]([CH3:11])[C:2]([Br:1])=[CH:7][N:6]=1)=[O:10])[CH3:18]. Reactant: [Br:1][C:2]1[C:3]([CH3:11])=[CH:4][C:5]([C:8]([OH:10])=[O:9])=[N:6][CH:7]=1.C([O-])(O)=O.[Na+].[CH2:17](O)[CH3:18]. (2) Reactant: [Cl-].[Al+3].[Cl-].[Cl-].ClC1C=CC=CC=1.[CH:12]([S:14]([CH:17]=[CH2:18])(=[O:16])=[O:15])=[CH2:13].[F:19][C:20]1[CH:26]=[CH:25][CH:24]=[C:23]([F:27])[C:21]=1[NH2:22]. Product: [F:19][C:20]1[CH:26]=[CH:25][CH:24]=[C:23]([F:27])[C:21]=1[N:22]1[CH2:18][CH2:17][S:14](=[O:16])(=[O:15])[CH2:12][CH2:13]1. The catalyst class is: 13.